Regression/Classification. Given a drug SMILES string, predict its absorption, distribution, metabolism, or excretion properties. Task type varies by dataset: regression for continuous measurements (e.g., permeability, clearance, half-life) or binary classification for categorical outcomes (e.g., BBB penetration, CYP inhibition). Dataset: cyp1a2_veith. From a dataset of CYP1A2 inhibition data for predicting drug metabolism from PubChem BioAssay. (1) The compound is N#C[C@@H](Cc1ccc(O)c(O)c1)C(=O)N1CCc2ccccc21. The result is 1 (inhibitor). (2) The molecule is Cn1cccc1C(=O)N1CCC2(CCN(C(=O)Nc3ccccc3)CC2)CC1. The result is 0 (non-inhibitor). (3) The result is 1 (inhibitor). The drug is COc1ccc(Nc2ncc3c(n2)CC(c2ccc(C)cc2)CC3=O)cc1. (4) The molecule is C[C@@H]1C[C@@H]2[C@H]3CCC4=CC(=O)C=C[C@]4(C)[C@]3(F)[C@@H](O)C[C@]2(C)[C@@]1(O)C(=O)CO. The result is 0 (non-inhibitor). (5) The compound is c1ccc(CNc2ncncc2-c2ccc3c(c2)OCO3)cc1. The result is 1 (inhibitor). (6) The compound is CC(=O)c1ccc2c(c1)N(CCCN1CCC(CCO)CC1)c1ccccc1S2. The result is 1 (inhibitor). (7) The compound is Cc1c(N(C)CS(=O)(=O)[O-])c(=O)n(-c2ccccc2)n1C.[Na+]. The result is 0 (non-inhibitor).